This data is from Full USPTO retrosynthesis dataset with 1.9M reactions from patents (1976-2016). The task is: Predict the reactants needed to synthesize the given product. (1) Given the product [CH3:25][O:26][C:27](=[O:46])[CH2:28][CH2:29][C:30]1[CH:35]=[CH:34][C:33]([O:36][CH2:37][CH2:38][CH:39]([O:7][C:8]2[CH:13]=[CH:12][C:11]([CH:14]([CH3:16])[CH3:15])=[CH:10][C:9]=2[C:17](=[O:18])[C:19]2[CH:20]=[CH:21][CH:22]=[CH:23][CH:24]=2)[CH3:40])=[CH:32][C:31]=1[CH3:1], predict the reactants needed to synthesize it. The reactants are: [C:1](=O)([O-])[O-].[Cs+].[Cs+].[OH:7][C:8]1[CH:13]=[CH:12][C:11]([CH:14]([CH3:16])[CH3:15])=[CH:10][C:9]=1[C:17]([C:19]1[CH:24]=[CH:23][CH:22]=[CH:21][CH:20]=1)=[O:18].[CH3:25][O:26][C:27](=[O:46])[CH2:28][CH2:29][C:30]1[CH:35]=[CH:34][C:33]([O:36][CH2:37][CH2:38][CH:39](OS(C)(=O)=O)[CH3:40])=[CH:32][CH:31]=1. (2) Given the product [CH2:6]([O:14][P:1]([Cl:4])[Cl:2])[CH2:7][CH2:8][CH2:9][CH2:10][CH2:11][CH2:12][CH3:13], predict the reactants needed to synthesize it. The reactants are: [P:1]([Cl:4])(Cl)[Cl:2].P.[CH2:6]([OH:14])[CH2:7][CH2:8][CH2:9][CH2:10][CH2:11][CH2:12][CH3:13]. (3) Given the product [C:88]([C:76]1[C:75]([O:92][CH3:93])=[C:74]([C:69]2[CH:70]=[C:71]3[C:66](=[CH:67][CH:68]=2)[CH:65]=[C:64]([NH:99][S:96]([CH3:95])(=[O:98])=[O:97])[CH:73]=[CH:72]3)[CH:79]=[C:78]([N:80]2[CH:85]=[CH:84][C:83](=[O:86])[NH:82][C:81]2=[O:87])[CH:77]=1)([CH3:90])([CH3:89])[CH3:91], predict the reactants needed to synthesize it. The reactants are: CC1(C)P(C2C(OC)=CC=C(OC)C=2C2C(C(C)C)=CC(C(C)C)=CC=2C(C)C)C(C)(C)CC2(OCCO2)C1.[O-]P([O-])([O-])=O.[K+].[K+].[K+].FC(F)(S(O[C:64]1[CH:73]=[CH:72][C:71]2[C:66](=[CH:67][CH:68]=[C:69]([C:74]3[CH:79]=[C:78]([N:80]4[CH:85]=[CH:84][C:83](=[O:86])[NH:82][C:81]4=[O:87])[CH:77]=[C:76]([C:88]([CH3:91])([CH3:90])[CH3:89])[C:75]=3[O:92][CH3:93])[CH:70]=2)[CH:65]=1)(=O)=O)C(F)(F)C(F)(F)C(F)(F)F.[CH3:95][S:96]([NH2:99])(=[O:98])=[O:97].C(N[C@H](C(O)=O)CS)(=O)C. (4) Given the product [NH:4]1[C:12]2[C:7](=[CH:8][CH:9]=[CH:10][CH:11]=2)[C:6]([CH:13]2[C:18](=[O:19])[CH2:17][C:16]([CH3:20])([CH3:21])[CH2:15][C:14]2=[O:22])=[CH:5]1, predict the reactants needed to synthesize it. The reactants are: C([N:4]1[C:12]2[C:7](=[CH:8][CH:9]=[CH:10][CH:11]=2)[C:6]([CH:13]2[C:18](=[O:19])[CH2:17][C:16]([CH3:21])([CH3:20])[CH2:15][C:14]2=[O:22])=[CH:5]1)(=O)C.CO.[OH-].[Na+].C. (5) Given the product [CH3:20][O:21][C:22](=[O:27])[C:23]([NH:24][C:12]([C:10]1[CH:9]=[CH:8][C:7]([N:15]2[CH2:19][CH2:18][CH2:17][CH2:16]2)=[C:6]([O:5][CH2:4][CH:1]2[CH2:2][CH2:3]2)[N:11]=1)=[O:14])([CH3:26])[CH3:25], predict the reactants needed to synthesize it. The reactants are: [CH:1]1([CH2:4][O:5][C:6]2[N:11]=[C:10]([C:12]([OH:14])=O)[CH:9]=[CH:8][C:7]=2[N:15]2[CH2:19][CH2:18][CH2:17][CH2:16]2)[CH2:3][CH2:2]1.[CH3:20][O:21][C:22](=[O:27])[C:23]([CH3:26])([CH3:25])[NH2:24]. (6) The reactants are: [CH:1]1[C:10]2[C:5](=[CH:6][CH:7]=[CH:8][CH:9]=2)[CH:4]=[CH:3][C:2]=1[C:11]12[CH2:16][CH:15]1[C:14](=O)[CH2:13][CH2:12]2.[CH3:18][NH:19][CH3:20].[C:21]([BH3-])#N.[Na+].[ClH:25].[CH3:26][OH:27]. Given the product [ClH:25].[CH3:18][N:19]([CH3:20])[CH:14]1[CH2:13][CH2:12][C:11]2([C:2]3[CH:3]=[CH:4][C:5]4[C:10](=[CH:9][CH:8]=[CH:7][CH:6]=4)[CH:1]=3)[CH:15]1[CH2:16]2.[ClH:25].[CH2:26]([O:27][CH2:1][CH3:2])[CH3:21], predict the reactants needed to synthesize it. (7) Given the product [CH2:21]([N:11]([S:12]([C:15]1[CH:20]=[CH:19][CH:18]=[CH:17][CH:16]=1)(=[O:13])=[O:14])[C@H:10]([C:9]([OH:8])=[O:40])[CH2:25][CH2:26][CH2:27][CH2:28][NH:29][C:30]([O:32][CH2:33][CH:52]1[C:53]2[CH:41]=[CH:42][CH:43]=[CH:44][C:45]=2[C:46]2[C:51]1=[CH:50][CH:49]=[CH:48][CH:47]=2)=[O:31])[CH:22]([CH3:23])[CH3:24], predict the reactants needed to synthesize it. The reactants are: C([O:8][C:9](=[O:40])[C@H:10]([CH2:25][CH2:26][CH2:27][CH2:28][NH:29][C:30]([O:32][CH2:33]C1C=CC=CC=1)=[O:31])[N:11]([CH2:21][CH:22]([CH3:24])[CH3:23])[S:12]([C:15]1[CH:20]=[CH:19][CH:18]=[CH:17][CH:16]=1)(=[O:14])=[O:13])C1C=CC=CC=1.[CH:41]1[C:53]2[CH:52](COC(ON3C(=O)CCC3=O)=O)[C:51]3[C:46](=[CH:47][CH:48]=[CH:49][CH:50]=3)[C:45]=2[CH:44]=[CH:43][CH:42]=1. (8) The reactants are: [CH3:1][C@@H:2]([CH2:16][CH3:17])[CH2:3][NH:4][C:5]1[N:15]=[CH:14][CH:13]=[CH:12][C:6]=1[C:7]([O:9][CH2:10]C)=[O:8].C(C(CC)CNC1N=CC=CC=1C(OCC)=[O:26])C. Given the product [CH3:1][C@@H:2]([CH2:16][CH3:17])[CH2:3][N:4]1[C:5]2[N:15]=[CH:14][CH:13]=[CH:12][C:6]=2[C:7](=[O:8])[O:9][C:10]1=[O:26], predict the reactants needed to synthesize it. (9) Given the product [CH:6]1([CH:2]([OH:1])[C:3]([NH:11][C@H:12]([C:14]([C:16]2([NH2:35])[N:22]=[C:21]([C:23]3[CH:28]=[CH:27][CH:26]=[CH:25][CH:24]=3)[C:20]3[CH:29]=[CH:30][CH:31]=[CH:32][C:19]=3[N:18]([CH3:33])[C:17]2=[O:34])=[O:15])[CH3:13])=[O:5])[CH2:10][CH2:9][CH2:8][CH2:7]1, predict the reactants needed to synthesize it. The reactants are: [OH:1][CH:2]([CH:6]1[CH2:10][CH2:9][CH2:8][CH2:7]1)[C:3]([OH:5])=O.[NH2:11][C@H:12]([C:14]([C:16]1([NH2:35])[N:22]=[C:21]([C:23]2[CH:28]=[CH:27][CH:26]=[CH:25][CH:24]=2)[C:20]2[CH:29]=[CH:30][CH:31]=[CH:32][C:19]=2[N:18]([CH3:33])[C:17]1=[O:34])=[O:15])[CH3:13].